The task is: Predict the reaction yield, written as a fraction of the theoretical maximum amount of product (1.0 means a 100% yield; for example, 0.34 means a 34% yield).. This data is from Reaction yield outcomes from USPTO patents with 853,638 reactions. (1) The reactants are [NH2:1][C:2]1[CH:6]=[CH:5][NH:4][C:3]=1[C:7]([O:9]CC)=O.C(O)(=O)C.[CH:16](N)=[NH:17]. The product is [N:1]1[C:2]2[CH:6]=[CH:5][NH:4][C:3]=2[C:7](=[O:9])[NH:17][CH:16]=1. The yield is 0.610. The catalyst is C(O)C. (2) The reactants are C([N:8]1[CH2:20][C@H:19]2[C@H:10]([C:11](=[O:23])[N:12]3[CH2:22][CH2:21][C:14]4[CH:15]=[CH:16][CH:17]=[C:18]2[C:13]3=4)[CH2:9]1)C1C=CC=CC=1.[C:32](O[C:32]([O:34][C:35]([CH3:38])([CH3:37])[CH3:36])=[O:33])([O:34][C:35]([CH3:38])([CH3:37])[CH3:36])=[O:33].[H][H]. The catalyst is C(O)C.[OH-].[OH-].[Pd+2]. The product is [O:23]=[C:11]1[C@@H:10]2[CH2:9][N:8]([C:32]([O:34][C:35]([CH3:36])([CH3:37])[CH3:38])=[O:33])[CH2:20][C@@H:19]2[C:18]2[C:13]3=[C:14]([CH2:21][CH2:22][N:12]13)[CH:15]=[CH:16][CH:17]=2. The yield is 0.950. (3) The reactants are [I:1][C:2]1[C:3]2[C:4](=[CH:8][NH:9][N:10]=2)[N:5]=[CH:6][CH:7]=1.Cl[CH2:12][C:13]([CH3:16])([OH:15])[CH3:14].C([O-])([O-])=O.[Cs+].[Cs+]. The catalyst is CN(C=O)C. The product is [I:1][C:2]1[C:3]2[C:4](=[CH:8][N:9]([CH2:12][C:13]([CH3:16])([OH:15])[CH3:14])[N:10]=2)[N:5]=[CH:6][CH:7]=1. The yield is 0.438.